Dataset: Full USPTO retrosynthesis dataset with 1.9M reactions from patents (1976-2016). Task: Predict the reactants needed to synthesize the given product. (1) Given the product [F:24][C:23]1[C:18]([NH:17][CH2:16][C:15]2[CH:29]=[CH:30][CH:31]=[CH:32][C:14]=2[F:13])=[N:19][C:20]([O:5][N:4]=[CH:3][CH:2]([CH3:6])[CH3:1])=[N:21][CH:22]=1, predict the reactants needed to synthesize it. The reactants are: [CH3:1][CH:2]([CH3:6])[CH:3]=[N:4][OH:5].CC(C)([O-])C.[K+].[F:13][C:14]1[CH:32]=[CH:31][CH:30]=[CH:29][C:15]=1[CH2:16][NH:17][C:18]1[C:23]([F:24])=[CH:22][N:21]=[C:20](S(C)(=O)=O)[N:19]=1. (2) Given the product [CH3:3][C:2]([C:6]1[CH:7]=[C:8]([CH2:17][N:18]2[N:22]=[CH:21][N:20]=[CH:19]2)[CH:9]=[C:10]([C:12]([C:15]#[N:16])([CH3:13])[CH3:14])[CH:11]=1)([C:4]#[N:5])[CH3:1].[ClH:23], predict the reactants needed to synthesize it. The reactants are: [CH3:1][C:2]([C:6]1[CH:7]=[C:8]([CH2:17][N:18]2[N:22]=[CH:21][N:20]=[CH:19]2)[CH:9]=[C:10]([C:12]([C:15]#[N:16])([CH3:14])[CH3:13])[CH:11]=1)([C:4]#[N:5])[CH3:3].[ClH:23]. (3) The reactants are: [NH:1]1[CH2:6][CH2:5][CH:4]([N:7]2[C:20]3[CH:19]=[CH:18][C:17]([C:21]4[NH:25][C:24](=[O:26])[O:23][N:22]=4)=[CH:16][C:15]=3[O:14][C:13]3[C:8]2=[CH:9][CH:10]=[CH:11][CH:12]=3)[CH2:3][CH2:2]1.C(O)([C:29]([F:32])([F:31])[F:30])=O.N1CCC(N2C3C=CC(C4NN=NN=4)=CC=3OC3C2=CC=CC=3)CC1.[CH:59]1[CH:64]=[C:63]([CH:65]=O)[N:62]=[CH:61][CH:60]=1.N1C=CN=C1C=O.C(O[BH-](OC(=O)C)OC(=O)C)(=O)C.[Na+].C(O[BH-](OC(=O)C)OC(=O)C)(=O)C.C[N+](C)(C)C. Given the product [N:62]1[CH:61]=[CH:60][CH:59]=[CH:64][C:63]=1[CH2:65][N:1]1[CH2:2][CH2:3][CH:4]([N:7]2[C:20]3[CH:19]=[CH:18][C:17]([C:21]4[NH:25][C:24](=[O:26])[O:23][N:22]=4)=[CH:16][C:15]=3[O:14][C:13]3[C:8]2=[CH:9][CH:10]=[CH:11][CH:12]=3)[CH2:5][CH2:6]1.[C:24]([OH:23])([C:29]([F:32])([F:31])[F:30])=[O:26], predict the reactants needed to synthesize it.